From a dataset of Forward reaction prediction with 1.9M reactions from USPTO patents (1976-2016). Predict the product of the given reaction. (1) Given the reactants [C:1](#[N:9])[C:2]1[C:3](=[CH:5][CH:6]=[CH:7][CH:8]=1)[NH2:4].[CH2:10]1[CH2:21][C:20]2[C:15](=[CH:16][CH:17]=[CH:18][CH:19]=2)[C:13](=O)[CH2:12][CH2:11]1.B(F)(F)F.CCOCC.[OH-].[Na+], predict the reaction product. The product is: [CH:16]1[C:15]2[C:13]3=[N:4][C:3]4[C:2]([C:1]([NH2:9])=[C:12]3[CH2:11][CH2:10][CH2:21][C:20]=2[CH:19]=[CH:18][CH:17]=1)=[CH:8][CH:7]=[CH:6][CH:5]=4. (2) Given the reactants [F:1][C:2]1[CH:7]=[CH:6][C:5](/[C:8](=[CH:11]/[C:12]2[CH:17]=[CH:16][CH:15]=[CH:14][CH:13]=2)/[C:9]#[N:10])=[CH:4][C:3]=1[O:18][CH3:19].[BH4-].[Na+].C(O)(=O)CC(CC(O)=O)(C(O)=O)O, predict the reaction product. The product is: [F:1][C:2]1[CH:7]=[CH:6][C:5]([CH:8]([CH2:11][C:12]2[CH:13]=[CH:14][CH:15]=[CH:16][CH:17]=2)[C:9]#[N:10])=[CH:4][C:3]=1[O:18][CH3:19]. (3) Given the reactants [CH2:1]([C:3]1[N:20]([C@@H:21]2[C:29]3[C:24](=[CH:25][C:26]([C:30]4[CH:35]=[CH:34][CH:33]=[CH:32][C:31]=4[C:36]4[N:40](C(C5C=CC=CC=5)(C5C=CC=CC=5)C5C=CC=CC=5)[N:39]=[N:38][N:37]=4)=[CH:27][CH:28]=3)[CH2:23][CH2:22]2)[C:6]2=[N:7][C:8]([CH2:12][CH:13]3[CH2:18][CH2:17][CH2:16][CH2:15][C:14]3=[O:19])=[CH:9][C:10]([CH3:11])=[C:5]2[N:4]=1)[CH3:2].[H-].[Al+3].[Li+].[H-].[H-].[H-], predict the reaction product. The product is: [NH:40]1[C:36]([C:31]2[CH:32]=[CH:33][CH:34]=[CH:35][C:30]=2[C:26]2[CH:25]=[C:24]3[C:29](=[CH:28][CH:27]=2)[C@@H:21]([N:20]2[C:6]4=[N:7][C:8]([CH2:12][CH:13]5[CH2:18][CH2:17][CH2:16][CH2:15][CH:14]5[OH:19])=[CH:9][C:10]([CH3:11])=[C:5]4[N:4]=[C:3]2[CH2:1][CH3:2])[CH2:22][CH2:23]3)=[N:37][N:38]=[N:39]1. (4) Given the reactants [OH:1]/[N:2]=[CH:3]/[C:4]1[CH:9]=[CH:8][C:7]([N:10]2[CH2:15][CH2:14][N:13]([C:16]([O:18][C:19]([CH3:22])([CH3:21])[CH3:20])=[O:17])[CH2:12][CH2:11]2)=[CH:6][CH:5]=1.[O-]Cl.[Na+].[C-:26]#[N:27].[K+], predict the reaction product. The product is: [C:26](/[C:3](=[N:2]\[OH:1])/[C:4]1[CH:5]=[CH:6][C:7]([N:10]2[CH2:11][CH2:12][N:13]([C:16]([O:18][C:19]([CH3:22])([CH3:21])[CH3:20])=[O:17])[CH2:14][CH2:15]2)=[CH:8][CH:9]=1)#[N:27]. (5) Given the reactants [CH3:1][CH:2]([CH3:34])[C:3]([NH:5][C:6]1[CH:11]=[CH:10][CH:9]=[C:8]([CH:12]2[CH2:17][CH2:16][N:15]([CH2:18][CH2:19][CH2:20][CH2:21][C:22](=O)[C:23]3[CH:28]=[CH:27][C:26]([C:29]([F:32])([F:31])[F:30])=[CH:25][CH:24]=3)[CH2:14][CH2:13]2)[CH:7]=1)=[O:4].Cl.[CH3:36][C:37]1[CH:42]=[CH:41][C:40]([NH:43]N)=[CH:39][CH:38]=1, predict the reaction product. The product is: [CH3:1][CH:2]([CH3:34])[C:3]([NH:5][C:6]1[CH:11]=[CH:10][CH:9]=[C:8]([CH:12]2[CH2:17][CH2:16][N:15]([CH2:18][CH2:19][CH2:20][C:21]3[C:41]4[C:40](=[CH:39][CH:38]=[C:37]([CH3:36])[CH:42]=4)[NH:43][C:22]=3[C:23]3[CH:28]=[CH:27][C:26]([C:29]([F:32])([F:31])[F:30])=[CH:25][CH:24]=3)[CH2:14][CH2:13]2)[CH:7]=1)=[O:4]. (6) Given the reactants [Br:1][C:2]1[O:6][C:5]([C:7]([OH:9])=[O:8])=[CH:4][CH:3]=1.[CH:10]1([CH2:16]Br)[CH2:15][CH2:14][CH2:13][CH2:12][CH2:11]1.C([O-])([O-])=O.[K+].[K+], predict the reaction product. The product is: [Br:1][C:2]1[O:6][C:5]([C:7]([O:9][CH2:16][CH:10]2[CH2:15][CH2:14][CH2:13][CH2:12][CH2:11]2)=[O:8])=[CH:4][CH:3]=1. (7) Given the reactants [CH3:1][N:2]1N=[N:10][C:9]2[N:5]([CH:6]=[N:7][C:8]=2[C:12]([NH2:14])=[O:13])[C:3]1=[O:4].C(C(N=C(C1C=CC=CC=1)C1C=CC=CC=1)C(N[C:21]([CH3:24])([CH3:23])[CH3:22])=O)#N.Cl.NC(C#N)C(NC(C)(C)C)=O, predict the reaction product. The product is: [NH2:10][C:9]1[N:5]([C:3]([NH:2][CH3:1])=[O:4])[CH:6]=[N:7][C:8]=1[C:12]([NH:14][C:21]([CH3:24])([CH3:23])[CH3:22])=[O:13].